From a dataset of Peptide-MHC class I binding affinity with 185,985 pairs from IEDB/IMGT. Regression. Given a peptide amino acid sequence and an MHC pseudo amino acid sequence, predict their binding affinity value. This is MHC class I binding data. (1) The peptide sequence is QNMDDIDEED. The MHC is Mamu-B8301 with pseudo-sequence Mamu-B8301. The binding affinity (normalized) is 0.562. (2) The peptide sequence is GSGDDTWLI. The MHC is HLA-A02:12 with pseudo-sequence HLA-A02:12. The binding affinity (normalized) is 0.339. (3) The peptide sequence is AFDISVNASK. The MHC is HLA-A68:01 with pseudo-sequence HLA-A68:01. The binding affinity (normalized) is 0.358. (4) The peptide sequence is TTIFFRADK. The MHC is HLA-A02:06 with pseudo-sequence HLA-A02:06. The binding affinity (normalized) is 0.0847. (5) The peptide sequence is AIPYFYKGK. The MHC is HLA-B08:01 with pseudo-sequence HLA-B08:01. The binding affinity (normalized) is 0.0847. (6) The peptide sequence is PIGMQFDKV. The MHC is HLA-A02:03 with pseudo-sequence HLA-A02:03. The binding affinity (normalized) is 0.256. (7) The binding affinity (normalized) is 0.0847. The MHC is HLA-A25:01 with pseudo-sequence HLA-A25:01. The peptide sequence is RLLRFTGLF. (8) The peptide sequence is CYLDTNIKM. The MHC is HLA-A31:01 with pseudo-sequence HLA-A31:01. The binding affinity (normalized) is 0.478. (9) The peptide sequence is LTESDMDYH. The MHC is HLA-A01:01 with pseudo-sequence HLA-A01:01. The binding affinity (normalized) is 0.0171. (10) The peptide sequence is ETPNELSFL. The MHC is Mamu-B03 with pseudo-sequence Mamu-B03. The binding affinity (normalized) is 0.